The task is: Predict the product of the given reaction.. This data is from Forward reaction prediction with 1.9M reactions from USPTO patents (1976-2016). Given the reactants [N:1]1[CH:6]=[CH:5][C:4]([S:7][C:8]2[CH:13]=[CH:12][C:11]([CH2:14][OH:15])=[CH:10][CH:9]=2)=[CH:3][CH:2]=1.[OH:16][C:17]1[C:22]([CH3:23])=[C:21](O)[CH:20]=[CH:19][C:18]=1[C:25](=[O:31])[CH2:26][C:27]([CH3:30])([CH3:29])[CH3:28], predict the reaction product. The product is: [OH:16][C:17]1[C:22]([CH3:23])=[C:21]([O:15][CH2:14][C:11]2[CH:12]=[CH:13][C:8]([S:7][C:4]3[CH:3]=[CH:2][N:1]=[CH:6][CH:5]=3)=[CH:9][CH:10]=2)[CH:20]=[CH:19][C:18]=1[C:25](=[O:31])[CH2:26][C:27]([CH3:29])([CH3:28])[CH3:30].